This data is from Catalyst prediction with 721,799 reactions and 888 catalyst types from USPTO. The task is: Predict which catalyst facilitates the given reaction. (1) Reactant: [OH:1][CH:2]1[CH2:5][N:4]([C:6]([O:8][C:9]([CH3:12])([CH3:11])[CH3:10])=[O:7])[CH2:3]1.C[C:14]([CH3:17])([O-:16])[CH3:15].[K+].[Cl:19][C:20]1[C:21]([C:29]([NH2:31])=[O:30])=[N:22][C:23]([CH2:27][CH3:28])=[C:24](Cl)[N:25]=1. Product: [CH:14]([O:16][CH:2]([CH3:5])[CH3:3])([CH3:17])[CH3:15].[C:29]([C:21]1[N:22]=[C:23]([CH2:27][CH3:28])[C:24]([O:1][CH:2]2[CH2:3][N:4]([C:6]([O:8][C:9]([CH3:12])([CH3:11])[CH3:10])=[O:7])[CH2:5]2)=[N:25][C:20]=1[Cl:19])(=[O:30])[NH2:31]. The catalyst class is: 9. (2) Reactant: [NH2:1][C:2]1[CH:31]=[CH:30][C:5]2[N:6]=[C:7]([C:12]3[C:13](=[O:29])[N:14]([CH2:21][C:22]4[CH:27]=[CH:26][C:25]([F:28])=[CH:24][CH:23]=4)[C@@H:15]([CH2:19][CH3:20])[CH2:16][C:17]=3[OH:18])[N:8]=[S:9]([CH3:11])(=[O:10])[C:4]=2[CH:3]=1.N1C=CC=CC=1.[CH3:38][S:39](Cl)(=[O:41])=[O:40]. The catalyst class is: 21. Product: [CH2:19]([C@@H:15]1[N:14]([CH2:21][C:22]2[CH:23]=[CH:24][C:25]([F:28])=[CH:26][CH:27]=2)[C:13](=[O:29])[C:12]([C:7]2[N:8]=[S:9]([CH3:11])(=[O:10])[C:4]3[CH:3]=[C:2]([NH:1][S:39]([CH3:38])(=[O:41])=[O:40])[CH:31]=[CH:30][C:5]=3[N:6]=2)=[C:17]([OH:18])[CH2:16]1)[CH3:20]. (3) Reactant: C1(P(C2C=CC=CC=2)C2C=CC=CC=2)C=CC=CC=1.[Br:20]Br.O[CH2:23][CH2:24][C:25]1([OH:35])[CH2:34][CH2:33][C:32]2[C:27](=[CH:28][CH:29]=[CH:30][CH:31]=2)[CH2:26]1.C(N(CC)CC)C. Product: [Br:20][CH2:23][CH2:24][C:25]1([OH:35])[CH2:34][CH2:33][C:32]2[C:27](=[CH:28][CH:29]=[CH:30][CH:31]=2)[CH2:26]1. The catalyst class is: 2. (4) Reactant: [N+:1]([C:4]1[CH:5]=[C:6]([CH:10]=[CH:11][C:12]=1[F:13])[C:7]([OH:9])=O)([O-:3])=[O:2].C1C=[C:18]2[N:20]=NN(O)[C:17]2=[CH:16][CH:15]=1.O.C(Cl)CCl.C(N)CCC. Product: [CH2:18]([NH:20][C:7](=[O:9])[C:6]1[CH:10]=[CH:11][C:12]([F:13])=[C:4]([N+:1]([O-:3])=[O:2])[CH:5]=1)[CH2:17][CH2:16][CH3:15]. The catalyst class is: 2. (5) Reactant: Cl.[NH2:2][C:3]1[C:8]([C:9]([O:11][CH2:12][CH3:13])=[O:10])=[CH:7][N:6]=[C:5]([N:14]2[CH2:17][CH:16]([C:18]([OH:20])=O)[CH2:15]2)[C:4]=1[Cl:21].CCN=C=NCCCN(C)C.C1C=CC2N(O)N=NC=2C=1.[C:43]1([CH2:49][S:50]([NH2:53])(=[O:52])=[O:51])[CH:48]=[CH:47][CH:46]=[CH:45][CH:44]=1.CCN(C(C)C)C(C)C. Product: [NH2:2][C:3]1[C:8]([C:9]([O:11][CH2:12][CH3:13])=[O:10])=[CH:7][N:6]=[C:5]([N:14]2[CH2:15][CH:16]([C:18]([NH:53][S:50]([CH2:49][C:43]3[CH:44]=[CH:45][CH:46]=[CH:47][CH:48]=3)(=[O:51])=[O:52])=[O:20])[CH2:17]2)[C:4]=1[Cl:21]. The catalyst class is: 2.